This data is from Catalyst prediction with 721,799 reactions and 888 catalyst types from USPTO. The task is: Predict which catalyst facilitates the given reaction. (1) Reactant: C([O:8][C:9]1[CH:14]=[C:13]([O:15][CH2:16][CH2:17][CH2:18][CH2:19][NH2:20])[C:12]([CH2:21][CH3:22])=[CH:11][C:10]=1[C:23]1[CH:28]=[CH:27][C:26]([F:29])=[CH:25][CH:24]=1)C1C=CC=CC=1.[H][H]. Product: [CH2:21]([C:12]1[C:13]([O:15][CH2:16][CH2:17][CH2:18][CH2:19][NH2:20])=[CH:14][C:9]([OH:8])=[C:10]([C:23]2[CH:28]=[CH:27][C:26]([F:29])=[CH:25][CH:24]=2)[CH:11]=1)[CH3:22]. The catalyst class is: 63. (2) Product: [OH:34][CH2:33][C:32]1[C:31]([N:35]2[CH2:46][CH2:45][C:44]3[C:43]4[CH2:42][C:41]([CH3:48])([CH3:47])[CH2:40][C:39]=4[S:38][C:37]=3[C:36]2=[O:49])=[N:30][CH:29]=[CH:28][C:27]=1[C:4]1[CH:5]=[C:6]([NH:9][C:10]2[CH:15]=[CH:14][C:13]([N:16]3[CH2:21][CH2:20][N:19]([CH:22]4[CH2:25][O:24][CH2:23]4)[CH2:18][C@@H:17]3[CH3:26])=[CH:12][N:11]=2)[C:7](=[O:8])[N:2]([CH3:1])[CH:3]=1. The catalyst class is: 5. Reactant: [CH3:1][N:2]1[C:7](=[O:8])[C:6]([NH:9][C:10]2[CH:15]=[CH:14][C:13]([N:16]3[CH2:21][CH2:20][N:19]([CH:22]4[CH2:25][O:24][CH2:23]4)[CH2:18][C@@H:17]3[CH3:26])=[CH:12][N:11]=2)=[CH:5][C:4]([C:27]2[C:32]([CH:33]=[O:34])=[C:31]([N:35]3[CH2:46][CH2:45][C:44]4[C:43]5[CH2:42][C:41]([CH3:48])([CH3:47])[CH2:40][C:39]=5[S:38][C:37]=4[C:36]3=[O:49])[N:30]=[CH:29][CH:28]=2)=[CH:3]1.[BH4-].[Na+]. (3) Reactant: [Cl:1][C:2]1[CH:7]=[CH:6][C:5]([NH:8][C:9]2[NH:10][C:11]([C:14]3[CH:15]=[C:16]([OH:20])[CH:17]=[CH:18][CH:19]=3)=[N:12][N:13]=2)=[CH:4][C:3]=1[C:21]([F:24])([F:23])[F:22].C[Si]([N-][Si](C)(C)C)(C)C.[K+].Cl.Cl[C:37]1[CH:42]=[CH:41][N:40]=[CH:39][CH:38]=1.[C:43]([O-:46])([O-])=[O:44].[K+].[K+]. Product: [F:22][C:21]([F:24])([F:23])[C:43]([OH:46])=[O:44].[Cl:1][C:2]1[CH:7]=[CH:6][C:5]([NH:8][C:9]2[NH:10][C:11]([C:14]3[CH:19]=[CH:18][CH:17]=[C:16]([O:20][C:37]4[CH:42]=[CH:41][N:40]=[CH:39][CH:38]=4)[CH:15]=3)=[N:12][N:13]=2)=[CH:4][C:3]=1[C:21]([F:22])([F:23])[F:24]. The catalyst class is: 121.